Dataset: Catalyst prediction with 721,799 reactions and 888 catalyst types from USPTO. Task: Predict which catalyst facilitates the given reaction. (1) Reactant: [CH3:1][O:2][C:3]1[CH:4]=[C:5]2[C:9](=[CH:10][C:11]=1[N+:12]([O-])=O)[N:8]([S:15]([C:18]1[CH:23]=[CH:22][C:21]([CH3:24])=[CH:20][CH:19]=1)(=[O:17])=[O:16])[CH2:7][CH2:6]2.[BH4-].[Na+]. Product: [CH3:1][O:2][C:3]1[CH:4]=[C:5]2[C:9](=[CH:10][C:11]=1[NH2:12])[N:8]([S:15]([C:18]1[CH:23]=[CH:22][C:21]([CH3:24])=[CH:20][CH:19]=1)(=[O:16])=[O:17])[CH2:7][CH2:6]2. The catalyst class is: 36. (2) Reactant: [CH2:1]([O:3][C:4](=[O:17])[CH:5]([C:7]1[CH:8]=[N:9][C:10]([N+:14]([O-])=O)=[C:11]([F:13])[CH:12]=1)[CH3:6])[CH3:2].[H][H]. The catalyst class is: 63. Product: [CH2:1]([O:3][C:4](=[O:17])[CH:5]([C:7]1[CH:8]=[N:9][C:10]([NH2:14])=[C:11]([F:13])[CH:12]=1)[CH3:6])[CH3:2].